Dataset: Peptide-MHC class II binding affinity with 134,281 pairs from IEDB. Task: Regression. Given a peptide amino acid sequence and an MHC pseudo amino acid sequence, predict their binding affinity value. This is MHC class II binding data. The peptide sequence is DEINTIFSDYIPYVF. The binding affinity (normalized) is 0.224. The MHC is DRB1_0802 with pseudo-sequence DRB1_0802.